This data is from Forward reaction prediction with 1.9M reactions from USPTO patents (1976-2016). The task is: Predict the product of the given reaction. (1) Given the reactants F[C:2]1[CH:10]=[N:9][CH:8]=[C:7]([NH:11][C:12]2[CH:17]=[CH:16][C:15]([I:18])=[CH:14][C:13]=2[F:19])[C:3]=1[C:4]([NH2:6])=[O:5].C(=O)([O-])[O-].[Cs+].[Cs+].[CH3:26][C:27]([CH3:32])=[CH:28][CH2:29][CH2:30][OH:31], predict the reaction product. The product is: [F:19][C:13]1[CH:14]=[C:15]([I:18])[CH:16]=[CH:17][C:12]=1[NH:11][C:7]1[CH:8]=[N:9][CH:10]=[C:2]([O:31][CH2:30][CH2:29][CH:28]=[C:27]([CH3:32])[CH3:26])[C:3]=1[C:4]([NH2:6])=[O:5]. (2) Given the reactants [CH3:1][O:2][CH2:3][CH2:4][CH2:5][CH2:6]/[C:7](/[C:13]1[CH:14]=[CH:15][C:16]([C:19]([F:22])([F:21])[F:20])=[CH:17][CH:18]=1)=[N:8]\[O:9][CH2:10][CH2:11][NH2:12].C(/C(O)=O)=C/C(O)=O.COCCCCC(=NO)C1C=CC(C(F)(F)F)=CC=1.Cl.ClCCN.[OH-].[K+], predict the reaction product. The product is: [CH3:1][O:2][CH2:3][CH2:4][CH2:5][CH2:6]/[C:7](/[C:13]1[CH:14]=[CH:15][C:16]([C:19]([F:20])([F:22])[F:21])=[CH:17][CH:18]=1)=[N:8]\[O:9][CH2:10][CH2:11][NH2:12]. (3) Given the reactants [NH2:1][CH2:2][C:3]1[C:8]([CH2:9][CH3:10])=[N:7][C:6]2[N:11]([CH2:14][CH3:15])[N:12]=[CH:13][C:5]=2[C:4]=1[NH:16][CH:17]1[CH2:22][CH2:21][O:20][CH2:19][CH2:18]1.[C:23]([C:25]1[N:30]=[CH:29][C:28]([C:31](O)=[O:32])=[CH:27][CH:26]=1)#[N:24], predict the reaction product. The product is: [C:23]([C:25]1[N:30]=[CH:29][C:28]([C:31]([NH:1][CH2:2][C:3]2[C:4]([NH:16][CH:17]3[CH2:18][CH2:19][O:20][CH2:21][CH2:22]3)=[C:5]3[CH:13]=[N:12][N:11]([CH2:14][CH3:15])[C:6]3=[N:7][C:8]=2[CH2:9][CH3:10])=[O:32])=[CH:27][CH:26]=1)#[N:24]. (4) Given the reactants [Cl:1][C:2]1[CH:7]=[CH:6][C:5]([C:8]2[S:12][C:11]([C:13]([OH:15])=[O:14])=[CH:10][CH:9]=2)=[CH:4][CH:3]=1.[Li]CCCC.CN([CH:24]=[O:25])C.Cl, predict the reaction product. The product is: [Cl:1][C:2]1[CH:3]=[CH:4][C:5]([C:8]2[S:12][C:11]([C:13]([OH:15])=[O:14])=[C:10]([CH:24]=[O:25])[CH:9]=2)=[CH:6][CH:7]=1. (5) Given the reactants [C:1]([C:3]1[C:8](=[O:9])[N:7]([CH2:10][C:11]2[CH:16]=[CH:15][C:14]([CH3:17])=[CH:13][C:12]=2[CH3:18])[C:6]([C:19]2[CH:20]=[C:21]([C:25]3[CH:33]=[C:32]4[C:28]([CH:29]=[CH:30][N:31]4C(OC(C)(C)C)=O)=[CH:27][CH:26]=3)[CH:22]=[CH:23][CH:24]=2)=[CH:5][C:4]=1[C:41]([F:44])([F:43])[F:42])#[N:2].C(O)(C(F)(F)F)=O, predict the reaction product. The product is: [CH3:18][C:12]1[CH:13]=[C:14]([CH3:17])[CH:15]=[CH:16][C:11]=1[CH2:10][N:7]1[C:6]([C:19]2[CH:24]=[CH:23][CH:22]=[C:21]([C:25]3[CH:33]=[C:32]4[C:28]([CH:29]=[CH:30][NH:31]4)=[CH:27][CH:26]=3)[CH:20]=2)=[CH:5][C:4]([C:41]([F:44])([F:43])[F:42])=[C:3]([C:1]#[N:2])[C:8]1=[O:9].